From a dataset of Full USPTO retrosynthesis dataset with 1.9M reactions from patents (1976-2016). Predict the reactants needed to synthesize the given product. The reactants are: [H-].[Al+3].[Li+].[H-].[H-].[H-].[C:7]1([S:13]([C:16]2([C:21]#[N:22])[CH2:20][CH2:19][CH2:18][CH2:17]2)(=[O:15])=[O:14])[CH:12]=[CH:11][CH:10]=[CH:9][CH:8]=1.O. Given the product [C:7]1([S:13]([C:16]2([CH2:21][NH2:22])[CH2:20][CH2:19][CH2:18][CH2:17]2)(=[O:14])=[O:15])[CH:8]=[CH:9][CH:10]=[CH:11][CH:12]=1, predict the reactants needed to synthesize it.